This data is from Full USPTO retrosynthesis dataset with 1.9M reactions from patents (1976-2016). The task is: Predict the reactants needed to synthesize the given product. (1) Given the product [N+:1]([C:4]1[C:5]([C:10](=[S:14])[NH2:11])=[N:6][CH:7]=[CH:8][CH:9]=1)([O-:3])=[O:2], predict the reactants needed to synthesize it. The reactants are: [N+:1]([C:4]1[C:5]([C:10]#[N:11])=[N:6][CH:7]=[CH:8][CH:9]=1)([O-:3])=[O:2].C(N)(=[S:14])C. (2) Given the product [NH2:9][C:6]1[N:7]=[CH:8][C:3]([C:1]#[C:2][C:11]2[C:12](=[O:28])[N:13]([C:18]3[CH:23]=[CH:22][CH:21]=[C:20]([C:24]([F:27])([F:25])[F:26])[CH:19]=3)[CH:14]=[CH:15][C:16]=2[CH3:17])=[CH:4][N:5]=1, predict the reactants needed to synthesize it. The reactants are: [C:1]([C:3]1[CH:4]=[N:5][C:6]([NH2:9])=[N:7][CH:8]=1)#[CH:2].I[C:11]1[C:12](=[O:28])[N:13]([C:18]2[CH:23]=[CH:22][CH:21]=[C:20]([C:24]([F:27])([F:26])[F:25])[CH:19]=2)[CH:14]=[CH:15][C:16]=1[CH3:17].CC#N.C(N(CC)CC)C. (3) Given the product [CH2:1]([N:8]1[CH2:12][C@@H:11]([NH:13][CH2:14][C:15]2[CH:16]=[C:17]([C:25]([F:28])([F:26])[F:27])[CH:18]=[C:19]([C:21]([F:22])([F:24])[F:23])[CH:20]=2)[CH2:10][C@H:9]1[C:29]([N:41]1[CH2:42][CH2:43][N:38]([C:34]2[CH:33]=[C:32]([CH3:44])[CH:37]=[CH:36][CH:35]=2)[CH2:39][CH2:40]1)=[O:31])[C:2]1[CH:7]=[CH:6][CH:5]=[CH:4][CH:3]=1, predict the reactants needed to synthesize it. The reactants are: [CH2:1]([N:8]1[CH2:12][CH:11]([NH:13][CH2:14][C:15]2[CH:20]=[C:19]([C:21]([F:24])([F:23])[F:22])[CH:18]=[C:17]([C:25]([F:28])([F:27])[F:26])[CH:16]=2)[CH2:10][CH:9]1[C:29]([OH:31])=O)[C:2]1[CH:7]=[CH:6][CH:5]=[CH:4][CH:3]=1.[C:32]1([CH3:44])[CH:37]=[CH:36][CH:35]=[C:34]([N:38]2[CH2:43][CH2:42][NH:41][CH2:40][CH2:39]2)[CH:33]=1. (4) The reactants are: [CH2:1]([O:3][CH2:4][C:5]1[N:6]([CH2:18][CH2:19][OH:20])[C:7]2[C:16]3[CH:15]=[CH:14][CH:13]=[CH:12][C:11]=3[N:10]=[CH:9][C:8]=2[N:17]=1)[CH3:2].[H-].[Na+].Br[CH2:24][CH2:25][CH2:26][CH2:27][CH2:28][CH2:29][O:30][CH2:31][CH2:32][CH2:33][CH2:34][C:35]1[CH:40]=[CH:39][CH:38]=[CH:37][CH:36]=1. Given the product [CH2:1]([O:3][CH2:4][C:5]1[N:6]([CH2:18][CH2:19][O:20][CH2:24][CH2:25][CH2:26][CH2:27][CH2:28][CH2:29][O:30][CH2:31][CH2:32][CH2:33][CH2:34][C:35]2[CH:36]=[CH:37][CH:38]=[CH:39][CH:40]=2)[C:7]2[C:16]3[CH:15]=[CH:14][CH:13]=[CH:12][C:11]=3[N:10]=[CH:9][C:8]=2[N:17]=1)[CH3:2], predict the reactants needed to synthesize it. (5) The reactants are: [CH2:1]([O:3][C:4]1[CH:5]=[C:6]([CH:10]=[CH:11][C:12]=1[NH:13][C:14]1[C:15]2[C:22]([CH3:23])=[CH:21][S:20][C:16]=2[N:17]=[CH:18][N:19]=1)[C:7]([NH2:9])=[O:8])[CH3:2].[Cl:24]N1C(=O)CCC1=O. Given the product [Cl:24][C:21]1[S:20][C:16]2[N:17]=[CH:18][N:19]=[C:14]([NH:13][C:12]3[CH:11]=[CH:10][C:6]([C:7]([NH2:9])=[O:8])=[CH:5][C:4]=3[O:3][CH2:1][CH3:2])[C:15]=2[C:22]=1[CH3:23], predict the reactants needed to synthesize it. (6) The reactants are: [NH2:1][C:2]1[CH:3]=[C:4]([C:17]2[C:18]([C:24]([O:26]C)=[O:25])=[CH:19][C:20]([Cl:23])=[CH:21][CH:22]=2)[CH:5]=[CH:6][C:7]=1[N:8]([CH2:13][CH:14]([CH3:16])[CH3:15])[CH2:9][CH:10]([CH3:12])[CH3:11].[Li+].[OH-].Cl. Given the product [NH2:1][C:2]1[CH:3]=[C:4]([C:17]2[C:18]([C:24]([OH:26])=[O:25])=[CH:19][C:20]([Cl:23])=[CH:21][CH:22]=2)[CH:5]=[CH:6][C:7]=1[N:8]([CH2:9][CH:10]([CH3:11])[CH3:12])[CH2:13][CH:14]([CH3:16])[CH3:15], predict the reactants needed to synthesize it. (7) Given the product [F:8][C:9]([F:22])([F:21])[S:10]([O:5][CH2:4][CH:3]([O:2][CH3:1])[CH2:6][CH3:7])(=[O:12])=[O:11], predict the reactants needed to synthesize it. The reactants are: [CH3:1][O:2][CH:3]([CH2:6][CH3:7])[CH2:4][OH:5].[F:8][C:9]([F:22])([F:21])[S:10](O[S:10]([C:9]([F:22])([F:21])[F:8])(=[O:12])=[O:11])(=[O:12])=[O:11].C(N(CC)CC)C. (8) Given the product [Br:1][C:2]1[CH:9]=[CH:8][C:5]([C:6]([NH2:7])=[O:14])=[C:4]([F:10])[CH:3]=1, predict the reactants needed to synthesize it. The reactants are: [Br:1][C:2]1[CH:9]=[CH:8][C:5]([C:6]#[N:7])=[C:4]([F:10])[CH:3]=1.FC(F)(F)C(O)=[O:14].S(=O)(=O)(O)O. (9) Given the product [CH:19]([C:17]1[O:16][N:15]=[C:14]([CH2:13][NH:11][C:8]23[CH2:10][CH:4]4[CH2:5][CH:6]([CH2:1][CH:2]([CH2:3]4)[CH2:9]2)[CH2:7]3)[N:18]=1)([CH3:21])[CH3:20], predict the reactants needed to synthesize it. The reactants are: [CH2:1]1[CH:6]2[CH2:7][C:8]3([NH2:11])[CH2:10][CH:4]([CH2:5]2)[CH2:3][CH:2]1[CH2:9]3.Cl[CH2:13][C:14]1[N:18]=[C:17]([CH:19]([CH3:21])[CH3:20])[O:16][N:15]=1. (10) Given the product [CH3:38][C:37]([CH3:40])([CH3:39])[C:36]([O:42][CH2:43][O:6][C:5](=[O:7])[C:4]1[CH:8]=[CH:9][CH:10]=[C:11]([CH2:12][CH:13]([NH:27][C:28](=[O:35])[CH2:29][CH2:30][S:31](=[O:34])(=[O:33])[NH2:32])[B:14]2[O:22][CH:21]3[C:16]([CH3:26])([CH:17]4[CH2:23][CH:19]([CH2:20]3)[C:18]4([CH3:25])[CH3:24])[O:15]2)[C:3]=1[O:2][CH3:1])=[O:41], predict the reactants needed to synthesize it. The reactants are: [CH3:1][O:2][C:3]1[C:11]([CH2:12][CH:13]([NH:27][C:28](=[O:35])[CH2:29][CH2:30][S:31](=[O:34])(=[O:33])[NH2:32])[B:14]2[O:22][CH:21]3[C:16]([CH3:26])([CH:17]4[CH2:23][CH:19]([CH2:20]3)[C:18]4([CH3:25])[CH3:24])[O:15]2)=[CH:10][CH:9]=[CH:8][C:4]=1[C:5]([OH:7])=[O:6].[C:36]([O:42][CH2:43]Cl)(=[O:41])[C:37]([CH3:40])([CH3:39])[CH3:38].